This data is from Catalyst prediction with 721,799 reactions and 888 catalyst types from USPTO. The task is: Predict which catalyst facilitates the given reaction. Reactant: [Cl:1][C:2]1[CH:3]=[CH:4][C:5]([CH2:15][OH:16])=[C:6]([NH:8][C:9](=[O:14])[C:10]([CH3:13])([CH3:12])[CH3:11])[CH:7]=1.CC(OI1(OC(C)=O)(OC(C)=O)OC(=O)C2C=CC=CC1=2)=O.S([O-])([O-])(=O)=S.[Na+].[Na+].[O-]S([O-])=O.[Na+].[Na+]. Product: [Cl:1][C:2]1[CH:3]=[CH:4][C:5]([CH:15]=[O:16])=[C:6]([NH:8][C:9](=[O:14])[C:10]([CH3:11])([CH3:12])[CH3:13])[CH:7]=1. The catalyst class is: 326.